This data is from Peptide-MHC class I binding affinity with 185,985 pairs from IEDB/IMGT. The task is: Regression. Given a peptide amino acid sequence and an MHC pseudo amino acid sequence, predict their binding affinity value. This is MHC class I binding data. (1) The peptide sequence is WPAGRLVEA. The MHC is HLA-A03:01 with pseudo-sequence HLA-A03:01. The binding affinity (normalized) is 0.0847. (2) The peptide sequence is ATSLDVINY. The MHC is HLA-A68:01 with pseudo-sequence HLA-A68:01. The binding affinity (normalized) is 0.110.